From a dataset of Human liver microsome stability data. Regression/Classification. Given a drug SMILES string, predict its absorption, distribution, metabolism, or excretion properties. Task type varies by dataset: regression for continuous measurements (e.g., permeability, clearance, half-life) or binary classification for categorical outcomes (e.g., BBB penetration, CYP inhibition). Dataset: hlm. The compound is Cc1ccc(-c2nc3ccccc3s2)cc1NC(=O)c1cc([N+](=O)[O-])c(N2CCN(C)CC2)cc1Cl. The result is 0 (unstable in human liver microsomes).